Task: Predict which catalyst facilitates the given reaction.. Dataset: Catalyst prediction with 721,799 reactions and 888 catalyst types from USPTO (1) Reactant: [Cl:1][C:2]1[N:10]=[C:9]2[C:5]([N:6]=[CH:7][N:8]2[CH3:11])=[C:4](Cl)[N:3]=1.[CH2:13]([NH2:21])[CH2:14][C:15]1[CH:20]=[CH:19][CH:18]=[CH:17][CH:16]=1.C(N(CC)CC)C. Product: [Cl:1][C:2]1[N:10]=[C:9]2[C:5]([N:6]=[CH:7][N:8]2[CH3:11])=[C:4]([NH:21][CH2:13][CH2:14][C:15]2[CH:20]=[CH:19][CH:18]=[CH:17][CH:16]=2)[N:3]=1. The catalyst class is: 114. (2) Reactant: [NH:1]([CH2:5][C:6]1[CH:14]=[CH:13][CH:12]=[C:8]([C:9]([OH:11])=O)[C:7]=1[C:15]([OH:17])=O)[C:2]([NH2:4])=[O:3].Cl.[NH2:19][CH:20]1[CH2:26][CH2:25][C:24](=[O:27])[NH:23][C:21]1=[O:22]. Product: [O:22]=[C:21]1[CH:20]([N:19]2[C:15](=[O:17])[C:7]3[C:8](=[CH:12][CH:13]=[CH:14][C:6]=3[CH2:5][NH:1][C:2]([NH2:4])=[O:3])[C:9]2=[O:11])[CH2:26][CH2:25][C:24](=[O:27])[NH:23]1. The catalyst class is: 17. (3) Reactant: [Si]([N:5]=[C:6]=[S:7])(C)(C)C.[C:8]([O:12][C:13]([N:15]1[CH2:20][CH:19]2[CH2:21][CH:16]1[CH2:17][NH:18]2)=[O:14])([CH3:11])([CH3:10])[CH3:9]. Product: [C:8]([O:12][C:13]([N:15]1[CH2:20][CH:19]2[CH2:21][CH:16]1[CH2:17][N:18]2[C:6](=[S:7])[NH2:5])=[O:14])([CH3:11])([CH3:9])[CH3:10]. The catalyst class is: 1. (4) Reactant: [C:1]([O:5][C:6]([N:8]1[C@H:13]([CH2:14][O:15][Si:16]([C:19]([CH3:22])([CH3:21])[CH3:20])([CH3:18])[CH3:17])[CH:12]=[C:11]([C:23](O)=[O:24])[C@H:10]([OH:26])[CH2:9]1)=[O:7])([CH3:4])([CH3:3])[CH3:2].[CH3:27][NH:28][CH3:29].C1COCC1.CN(C(ON1N=NC2C=CC=NC1=2)=[N+](C)C)C.F[P-](F)(F)(F)(F)F.CCN(C(C)C)C(C)C. Product: [Si:16]([O:15][CH2:14][C@@H:13]1[CH:12]=[C:11]([C:23](=[O:24])[N:28]([CH3:29])[CH3:27])[C@H:10]([OH:26])[CH2:9][N:8]1[C:6]([O:5][C:1]([CH3:4])([CH3:3])[CH3:2])=[O:7])([C:19]([CH3:22])([CH3:21])[CH3:20])([CH3:18])[CH3:17]. The catalyst class is: 3. (5) Reactant: [CH3:1][O:2][C:3](=[O:18])[CH2:4][O:5][C:6]1[CH:11]=[CH:10][C:9]([O:12][CH2:13][CH2:14][C:15]#[N:16])=[CH:8][C:7]=1[CH3:17].C(N)(=[S:21])C.Cl.C([O-])(O)=O.[Na+]. Product: [CH3:1][O:2][C:3](=[O:18])[CH2:4][O:5][C:6]1[CH:11]=[CH:10][C:9]([O:12][CH2:13][CH2:14][C:15](=[S:21])[NH2:16])=[CH:8][C:7]=1[CH3:17]. The catalyst class is: 9. (6) Reactant: [OH-].[Na+].[CH2:3]([N:5]1[C:13]2[C:8](=[CH:9][C:10]([C:14]3[NH:15][C:16]4[N:17]([N:21]=[C:22]([CH3:29])[C:23]=4[C:24]([O:26]CC)=[O:25])[C:18](=[O:20])[CH:19]=3)=[CH:11][CH:12]=2)[CH:7]=[N:6]1)[CH3:4]. Product: [CH2:3]([N:5]1[C:13]2[C:8](=[CH:9][C:10]([C:14]3[NH:15][C:16]4[N:17]([N:21]=[C:22]([CH3:29])[C:23]=4[C:24]([OH:26])=[O:25])[C:18](=[O:20])[CH:19]=3)=[CH:11][CH:12]=2)[CH:7]=[N:6]1)[CH3:4]. The catalyst class is: 374. (7) Reactant: [C:1]([O:5][C:6](=[O:21])[CH2:7][C:8]1[C:17]([CH3:18])=[C:16]([OH:19])[C:15]2[C:10](=[CH:11][CH:12]=[C:13]([F:20])[CH:14]=2)[CH:9]=1)([CH3:4])([CH3:3])[CH3:2].N1C=CC=CC=1.[F:28][C:29]([F:42])([F:41])[S:30](O[S:30]([C:29]([F:42])([F:41])[F:28])(=[O:32])=[O:31])(=[O:32])=[O:31].C1(O)C=CC=CC=1.C(O)(=O)CC(CC(O)=O)(C(O)=O)O. Product: [C:1]([O:5][C:6](=[O:21])[CH2:7][C:8]1[C:17]([CH3:18])=[C:16]([O:19][S:30]([C:29]([F:42])([F:41])[F:28])(=[O:32])=[O:31])[C:15]2[C:10](=[CH:11][CH:12]=[C:13]([F:20])[CH:14]=2)[CH:9]=1)([CH3:4])([CH3:2])[CH3:3]. The catalyst class is: 46.